This data is from Peptide-MHC class I binding affinity with 185,985 pairs from IEDB/IMGT. The task is: Regression. Given a peptide amino acid sequence and an MHC pseudo amino acid sequence, predict their binding affinity value. This is MHC class I binding data. (1) The peptide sequence is MYEMHRESLL. The MHC is HLA-A24:02 with pseudo-sequence HLA-A24:02. The binding affinity (normalized) is 0.255. (2) The peptide sequence is YYPEDPVKL. The binding affinity (normalized) is 0.0847. The MHC is HLA-A02:06 with pseudo-sequence HLA-A02:06.